Task: Regression. Given two drug SMILES strings and cell line genomic features, predict the synergy score measuring deviation from expected non-interaction effect.. Dataset: NCI-60 drug combinations with 297,098 pairs across 59 cell lines (1) Drug 2: CN(C(=O)NC(C=O)C(C(C(CO)O)O)O)N=O. Drug 1: CCC1(CC2CC(C3=C(CCN(C2)C1)C4=CC=CC=C4N3)(C5=C(C=C6C(=C5)C78CCN9C7C(C=CC9)(C(C(C8N6C=O)(C(=O)OC)O)OC(=O)C)CC)OC)C(=O)OC)O.OS(=O)(=O)O. Cell line: HT29. Synergy scores: CSS=16.2, Synergy_ZIP=-1.63, Synergy_Bliss=1.60, Synergy_Loewe=-9.18, Synergy_HSA=-0.877. (2) Drug 1: C1=CC(=C2C(=C1NCCNCCO)C(=O)C3=C(C=CC(=C3C2=O)O)O)NCCNCCO. Drug 2: C1CCC(CC1)NC(=O)N(CCCl)N=O. Cell line: UACC-257. Synergy scores: CSS=11.3, Synergy_ZIP=0.207, Synergy_Bliss=7.76, Synergy_Loewe=0.373, Synergy_HSA=6.06.